Task: Predict which catalyst facilitates the given reaction.. Dataset: Catalyst prediction with 721,799 reactions and 888 catalyst types from USPTO (1) The catalyst class is: 3. Product: [Cl:11][C:5]1[CH:4]=[CH:3][C:2]([NH:1][C:20]([NH:19][C:14]2[CH:15]=[CH:16][CH:17]=[CH:18][C:13]=2[Br:12])=[O:21])=[CH:10][C:6]=1[C:7]([OH:9])=[O:8]. Reactant: [NH2:1][C:2]1[CH:3]=[CH:4][C:5]([Cl:11])=[C:6]([CH:10]=1)[C:7]([OH:9])=[O:8].[Br:12][C:13]1[CH:18]=[CH:17][CH:16]=[CH:15][C:14]=1[N:19]=[C:20]=[O:21]. (2) Reactant: [C:1]([O:5][C:6]([NH:8][C@@H:9]([CH2:32][C:33]1[CH:34]=[N:35][C:36]([C:39]([F:42])([F:41])[F:40])=[CH:37][CH:38]=1)[CH2:10][CH2:11][C:12]1[S:16][C:15]([C:17]2[CH:18]=[CH:19][C:20]([N+:29]([O-])=O)=[C:21]([CH2:23][C:24](OCC)=[O:25])[CH:22]=2)=[N:14][N:13]=1)=[O:7])([CH3:4])([CH3:3])[CH3:2].Cl.C([O-])(O)=O.[Na+]. Product: [O:25]=[C:24]1[CH2:23][C:21]2[C:20](=[CH:19][CH:18]=[C:17]([C:15]3[S:16][C:12]([CH2:11][CH2:10][C@@H:9]([NH:8][C:6](=[O:7])[O:5][C:1]([CH3:2])([CH3:3])[CH3:4])[CH2:32][C:33]4[CH:34]=[N:35][C:36]([C:39]([F:42])([F:41])[F:40])=[CH:37][CH:38]=4)=[N:13][N:14]=3)[CH:22]=2)[NH:29]1. The catalyst class is: 314.